Dataset: Catalyst prediction with 721,799 reactions and 888 catalyst types from USPTO. Task: Predict which catalyst facilitates the given reaction. (1) Reactant: [CH2:1]([OH:6])[CH2:2][CH2:3][CH2:4][OH:5].[OH-].[Na+].[CH2:9]([C:11]1([CH2:15]Br)[CH2:14][O:13][CH2:12]1)[CH3:10].CCCCCCC. Product: [CH2:9]([C:11]1([CH2:15][O:5][CH2:4][CH2:3][CH2:2][CH2:1][OH:6])[CH2:14][O:13][CH2:12]1)[CH3:10]. The catalyst class is: 568. (2) Reactant: [F:1][CH:2]([F:24])[C:3]1[CH:4]=[CH:5][C:6]([NH:9][C@H:10]2[C@@H:15]3[CH2:16][C@@H:12]([CH2:13][N:14]3C(OC(C)(C)C)=O)[CH2:11]2)=[N:7][CH:8]=1.Cl. Product: [F:24][CH:2]([F:1])[C:3]1[CH:4]=[CH:5][C:6]([NH:9][C@H:10]2[C@@H:15]3[CH2:16][C@@H:12]([CH2:13][NH:14]3)[CH2:11]2)=[N:7][CH:8]=1. The catalyst class is: 817. (3) Reactant: [F:1][C:2]([F:18])([F:17])[C:3]1[CH:8]=[CH:7][C:6]([NH:9][C@@H:10]([C:14]([OH:16])=O)[CH:11]([CH3:13])[CH3:12])=[CH:5][CH:4]=1.[CH2:19]([NH2:27])[CH2:20][C:21]1[CH:26]=[CH:25][CH:24]=[CH:23][CH:22]=1.Cl.C(N=C=NCCCN(C)C)C.[OH2:40].[OH:41]N1C2C=CC=CC=2N=N1. Product: [F:1][C:2]([F:18])([F:17])[C:3]([OH:41])=[O:40].[C:21]1([CH2:20][CH2:19][NH:27][C:14](=[O:16])[C@@H:10]([CH:11]([CH3:12])[CH3:13])[NH:9][C:6]2[CH:5]=[CH:4][C:3]([C:2]([F:1])([F:18])[F:17])=[CH:8][CH:7]=2)[CH:26]=[CH:25][CH:24]=[CH:23][CH:22]=1. The catalyst class is: 2.